Dataset: Reaction yield outcomes from USPTO patents with 853,638 reactions. Task: Predict the reaction yield, written as a fraction of the theoretical maximum amount of product (1.0 means a 100% yield; for example, 0.34 means a 34% yield). (1) The reactants are [NH2:1][N:2]1[CH:6]=[C:5]([Cl:7])[CH:4]=[C:3]1C#N.[C:10]([O-])(=O)C.[CH:14]([NH2:16])=[NH2+:15]. The catalyst is CCO. The product is [Cl:7][C:5]1[CH:4]=[C:3]2[N:2]([CH:6]=1)[N:1]=[CH:10][N:15]=[C:14]2[NH2:16]. The yield is 0.540. (2) The reactants are [Cl:1][C:2]1[C:3]([O:29][C:30]2[CH:35]=[CH:34][C:33]([C:36]3[CH:41]=[CH:40][CH:39]=[C:38]([C:42]#[N:43])[CH:37]=3)=[CH:32][C:31]=2[C:44]2[C:45]([N+:55]([O-:57])=[O:56])=[N:46][N:47](C3CCCCO3)[CH:48]=2)=[CH:4][C:5]([F:28])=[C:6]([S:8]([N:11](CC2C=CC(OC)=CC=2OC)[C:12]2[S:13][CH:14]=[N:15][N:16]=2)(=[O:10])=[O:9])[CH:7]=1.O1CCOCC1. The catalyst is Cl. The product is [Cl:1][C:2]1[C:3]([O:29][C:30]2[CH:35]=[CH:34][C:33]([C:36]3[CH:41]=[CH:40][CH:39]=[C:38]([C:42]#[N:43])[CH:37]=3)=[CH:32][C:31]=2[C:44]2[C:45]([N+:55]([O-:57])=[O:56])=[N:46][NH:47][CH:48]=2)=[CH:4][C:5]([F:28])=[C:6]([S:8]([NH:11][C:12]2[S:13][CH:14]=[N:15][N:16]=2)(=[O:9])=[O:10])[CH:7]=1. The yield is 0.640.